This data is from Full USPTO retrosynthesis dataset with 1.9M reactions from patents (1976-2016). The task is: Predict the reactants needed to synthesize the given product. (1) Given the product [OH:1][CH:2]([CH3:31])[CH2:3][C@H:4]1[CH2:15][CH2:14][C:13]2[S:12][C:11]3[N:10]=[CH:9][N:8]=[C:7]([NH:16][CH:17]4[CH2:18][CH2:19][CH:20]([NH:23][C:24](=[O:30])[O:25][C:26]([CH3:27])([CH3:29])[CH3:28])[CH2:21][CH2:22]4)[C:6]=3[C:5]1=2, predict the reactants needed to synthesize it. The reactants are: [O:1]=[CH:2][CH2:3][C@H:4]1[CH2:15][CH2:14][C:13]2[S:12][C:11]3[N:10]=[CH:9][N:8]=[C:7]([NH:16][CH:17]4[CH2:22][CH2:21][CH:20]([NH:23][C:24](=[O:30])[O:25][C:26]([CH3:29])([CH3:28])[CH3:27])[CH2:19][CH2:18]4)[C:6]=3[C:5]1=2.[CH3:31][Mg+].[Br-]. (2) Given the product [Cl:23][C:5]1[C:6]2[C:11](=[CH:10][CH:9]=[CH:8][CH:7]=2)[CH:12]=[C:3]([C:2]([F:21])([F:1])[C:14]2[CH:19]=[CH:18][C:17]([F:20])=[CH:16][CH:15]=2)[N:4]=1, predict the reactants needed to synthesize it. The reactants are: [F:1][C:2]([F:21])([C:14]1[CH:19]=[CH:18][C:17]([F:20])=[CH:16][CH:15]=1)[C:3]1[N:4]=[C:5](O)[C:6]2[C:11]([CH:12]=1)=[CH:10][CH:9]=[CH:8][CH:7]=2.O(Cl)[Cl:23].[P+3]. (3) Given the product [Cl:22][C:23]1[CH:24]=[C:25]([CH:29]=[CH:30][CH:31]=1)[C:26]([NH:1][C:2]1[CH:10]=[CH:9][CH:8]=[C:7]2[C:3]=1[C:4](=[O:21])[N:5]([C:12]1([CH3:20])[CH2:17][CH2:16][C:15](=[O:18])[NH:14][C:13]1=[O:19])[C:6]2=[O:11])=[O:27], predict the reactants needed to synthesize it. The reactants are: [NH2:1][C:2]1[CH:10]=[CH:9][CH:8]=[C:7]2[C:3]=1[C:4](=[O:21])[N:5]([C:12]1([CH3:20])[CH2:17][CH2:16][C:15](=[O:18])[NH:14][C:13]1=[O:19])[C:6]2=[O:11].[Cl:22][C:23]1[CH:24]=[C:25]([CH:29]=[CH:30][CH:31]=1)[C:26](Cl)=[O:27].CO. (4) Given the product [C:29]([O:28][C:26]([C@@H:25]([NH:33][C:34](=[O:43])[O:35][CH2:36][C:37]1[CH:38]=[CH:39][CH:40]=[CH:41][CH:42]=1)[CH2:24][CH2:23][N:22]([CH2:55][CH:54]=[CH:53][C:48]1[CH:49]=[CH:50][CH:51]=[CH:52][C:47]=1[N+:44]([O-:46])=[O:45])[CH2:21][C@@H:13]1[C@H:14]2[O:15][C:16]([CH3:20])([CH3:19])[O:17][C@H:18]2[C@H:11]([N:6]2[CH:5]=[N:4][C:3]3[C:7]2=[N:8][CH:9]=[N:10][C:2]=3[NH2:1])[O:12]1)=[O:27])([CH3:32])([CH3:31])[CH3:30], predict the reactants needed to synthesize it. The reactants are: [NH2:1][C:2]1[N:10]=[CH:9][N:8]=[C:7]2[C:3]=1[N:4]=[CH:5][N:6]2[C@H:11]1[C@H:18]2[C@H:14]([O:15][C:16]([CH3:20])([CH3:19])[O:17]2)[C@@H:13]([CH2:21][NH:22][CH2:23][CH2:24][C@H:25]([NH:33][C:34](=[O:43])[O:35][CH2:36][C:37]2[CH:42]=[CH:41][CH:40]=[CH:39][CH:38]=2)[C:26]([O:28][C:29]([CH3:32])([CH3:31])[CH3:30])=[O:27])[O:12]1.[N+:44]([C:47]1[CH:52]=[CH:51][CH:50]=[CH:49][C:48]=1/[CH:53]=[CH:54]/[CH:55]=O)([O-:46])=[O:45].C(O[BH-](OC(=O)C)OC(=O)C)(=O)C.[Na+].